Dataset: Catalyst prediction with 721,799 reactions and 888 catalyst types from USPTO. Task: Predict which catalyst facilitates the given reaction. (1) Reactant: [CH2:1]([C@H:3]1[N:12]([CH:13]([CH3:15])[CH3:14])[C:11]2[N:10]=[C:9]([NH:16][C:17]3[CH:22]=[CH:21][C:20]([N:23]4[CH2:28][CH2:27][N:26]([CH2:29][CH2:30][CH2:31][NH:32]C(=O)OCC5C=CC=CC=5)[CH2:25][CH2:24]4)=[CH:19][C:18]=3[O:43][CH3:44])[N:8]=[CH:7][C:6]=2[N:5]([CH3:45])[C:4]1=[O:46])[CH3:2].[H][H]. Product: [NH2:32][CH2:31][CH2:30][CH2:29][N:26]1[CH2:27][CH2:28][N:23]([C:20]2[CH:21]=[CH:22][C:17]([NH:16][C:9]3[N:8]=[CH:7][C:6]4[N:5]([CH3:45])[C:4](=[O:46])[C@@H:3]([CH2:1][CH3:2])[N:12]([CH:13]([CH3:14])[CH3:15])[C:11]=4[N:10]=3)=[C:18]([O:43][CH3:44])[CH:19]=2)[CH2:24][CH2:25]1. The catalyst class is: 293. (2) Reactant: [O:1]([CH2:9][CH2:10][N:11]([CH2:24][CH2:25][O:26][CH3:27])[C:12](=[O:23])[NH:13][C@@H:14]([CH3:22])[C:15]([O:17][C:18]([CH3:21])([CH3:20])[CH3:19])=[O:16])[Si](C(C)(C)C)(C)C.[F-].C([N+](CCCC)(CCCC)CCCC)CCC.O. Product: [OH:1][CH2:9][CH2:10][N:11]([CH2:24][CH2:25][O:26][CH3:27])[C:12](=[O:23])[NH:13][C@@H:14]([CH3:22])[C:15]([O:17][C:18]([CH3:20])([CH3:21])[CH3:19])=[O:16]. The catalyst class is: 7. (3) Reactant: [F:1][C:2]1[CH:7]=[CH:6][C:5]([C:8]([C:12]2[CH:13]=[N:14][C:15]([N:18]3[CH2:23][CH2:22][NH:21][CH2:20][CH2:19]3)=[N:16][CH:17]=2)(O)[CH2:9][CH3:10])=[CH:4][CH:3]=1.Cl. Product: [F:1][C:2]1[CH:7]=[CH:6][C:5](/[C:8](/[C:12]2[CH:13]=[N:14][C:15]([N:18]3[CH2:23][CH2:22][NH:21][CH2:20][CH2:19]3)=[N:16][CH:17]=2)=[CH:9]\[CH3:10])=[CH:4][CH:3]=1. The catalyst class is: 12. (4) Product: [CH3:7][C:5]1[S:4][C:3]([C:8]2[CH:9]=[CH:10][N:34]=[C:32]([NH:31][C:23]3[CH:24]=[C:25]([O:29][CH3:30])[C:26]([O:27][CH3:28])=[C:21]([O:20][CH3:19])[CH:22]=3)[N:33]=2)=[C:2]([CH3:1])[N:6]=1. Reactant: [CH3:1][C:2]1[N:6]=[C:5]([CH3:7])[S:4][C:3]=1/[CH:8]=[CH:9]/[C:10](N(C)C)=O.[N+]([O-])(O)=O.[CH3:19][O:20][C:21]1[CH:22]=[C:23]([NH:31][C:32]([NH2:34])=[NH:33])[CH:24]=[C:25]([O:29][CH3:30])[C:26]=1[O:27][CH3:28]. The catalyst class is: 23. (5) Reactant: [CH3:1][C:2]1([CH3:14])[C:6]([CH3:8])([CH3:7])[O:5][B:4]([C:9]2[CH:10]=[N:11][NH:12][CH:13]=2)[O:3]1.[C:15]([CH:17]=[C:18]1[CH2:21][CH:20]([C:22]#[N:23])[CH2:19]1)#[N:16].N12CCCN=C1CCCCC2. Product: [C:15]([CH2:17][C:18]1([N:12]2[CH:13]=[C:9]([B:4]3[O:5][C:6]([CH3:7])([CH3:8])[C:2]([CH3:14])([CH3:1])[O:3]3)[CH:10]=[N:11]2)[CH2:21][CH:20]([C:22]#[N:23])[CH2:19]1)#[N:16]. The catalyst class is: 10. (6) Reactant: [Br:1][C:2]1[CH:3]=[C:4]2[CH2:12][CH2:11][C:10]3[CH:13]=[C:14]([Cl:17])[CH:15]=[CH:16][C:9]=3[C@H:8]([N:18]3[CH2:23][CH2:22][N:21]([C:24]([O:26][C:27]([CH3:30])([CH3:29])[CH3:28])=[O:25])[C@@H:20]([C:31](O)=[O:32])[CH2:19]3)[C:5]2=[N:6][CH:7]=1.[Na].[N:35]1([CH2:40][CH2:41][CH:42]2[CH2:47][CH2:46][CH2:45][CH2:44][NH:43]2)[CH:39]=[CH:38][N:37]=[CH:36]1.ON1C2C=CC=CC=2N=N1.CN1CCOCC1. Product: [Br:1][C:2]1[CH:3]=[C:4]2[CH2:12][CH2:11][C:10]3[CH:13]=[C:14]([Cl:17])[CH:15]=[CH:16][C:9]=3[C@H:8]([N:18]3[CH2:23][CH2:22][N:21]([C:24]([O:26][C:27]([CH3:29])([CH3:30])[CH3:28])=[O:25])[C@@H:20]([C:31]([N:43]4[CH2:44][CH2:45][CH2:46][CH2:47][CH:42]4[CH2:41][CH2:40][N:35]4[CH:39]=[CH:38][N:37]=[CH:36]4)=[O:32])[CH2:19]3)[C:5]2=[N:6][CH:7]=1. The catalyst class is: 3. (7) Product: [Br:30][C:7]1[C:8](=[O:24])[N:9]([CH2:13][C:14]2[CH:23]=[CH:22][C:17]([C:18]([O:20][CH3:21])=[O:19])=[CH:16][N:15]=2)[C:10]([CH3:12])=[CH:11][C:6]=1[O:5][CH2:4][C:3]1[CH:25]=[CH:26][C:27]([F:29])=[CH:28][C:2]=1[F:1]. The catalyst class is: 4. Reactant: [F:1][C:2]1[CH:28]=[C:27]([F:29])[CH:26]=[CH:25][C:3]=1[CH2:4][O:5][C:6]1[CH:11]=[C:10]([CH3:12])[N:9]([CH2:13][C:14]2[CH:23]=[CH:22][C:17]([C:18]([O:20][CH3:21])=[O:19])=[CH:16][N:15]=2)[C:8](=[O:24])[CH:7]=1.[Br:30]N1C(=O)CCC1=O.C(=O)(O)[O-].[Na+].